This data is from Full USPTO retrosynthesis dataset with 1.9M reactions from patents (1976-2016). The task is: Predict the reactants needed to synthesize the given product. (1) Given the product [CH2:13]([N:9]1[C:8]([C:4]2[CH:5]=[CH:6][CH:7]=[C:2]([Br:1])[CH:3]=2)=[N:12][N:11]=[N:10]1)[C:14]1[CH:19]=[CH:18][CH:17]=[CH:16][CH:15]=1, predict the reactants needed to synthesize it. The reactants are: [Br:1][C:2]1[CH:3]=[C:4]([C:8]2[NH:12][N:11]=[N:10][N:9]=2)[CH:5]=[CH:6][CH:7]=1.[CH2:13](Br)[C:14]1[CH:19]=[CH:18][CH:17]=[CH:16][CH:15]=1.BrCC1C=CC=CC=1C. (2) Given the product [CH3:1][O:2][CH2:3][C@@H:4]1[CH2:8][CH2:7][CH2:6][N:5]1[S:9]([C:12]1[CH:20]=[CH:19][C:18]2[N:17]3[CH2:28][C:29]4([CH2:32][CH2:31][CH2:30]4)[CH2:33][N:34]=[C:16]3[C:15](=[O:26])[C:14]=2[CH:13]=1)(=[O:10])=[O:11], predict the reactants needed to synthesize it. The reactants are: [CH3:1][O:2][CH2:3][C@@H:4]1[CH2:8][CH2:7][CH2:6][N:5]1[S:9]([C:12]1[CH:13]=[C:14]2[C:18](=[CH:19][CH:20]=1)[NH:17][C:16](=O)[C:15]12[O:26]CCCO1)(=[O:11])=[O:10].Cl[CH2:28][C:29]1([C:33]#[N:34])[CH2:32][CH2:31][CH2:30]1.